From a dataset of Full USPTO retrosynthesis dataset with 1.9M reactions from patents (1976-2016). Predict the reactants needed to synthesize the given product. (1) Given the product [OH:2][C:3]1[CH:7]([CH2:8][CH2:9][CH2:10][C:11]2[CH:16]=[CH:15][CH:14]=[CH:13][CH:12]=2)[O:6][C:5](=[O:17])[CH:4]=1, predict the reactants needed to synthesize it. The reactants are: C[O:2][C:3]1[CH:7]([CH2:8][CH2:9][CH2:10][C:11]2[CH:16]=[CH:15][CH:14]=[CH:13][CH:12]=2)[O:6][C:5](=[O:17])[CH:4]=1.Cl. (2) Given the product [C:15]([O:19][C:20](=[O:48])[NH:21][C:22](=[NH:23])[C:24]1[S:25][C:26]([S:46][CH3:47])=[C:27]([S:29]([C:32]2[CH:33]=[C:34]([C:38]3[C:43]([CH3:44])=[CH:42][CH:41]=[CH:40][C:39]=3[NH:45][C:10](=[O:11])[CH2:9][CH2:8][CH2:7][NH:6][S:3]([C:2]([F:14])([F:13])[F:1])(=[O:5])=[O:4])[CH:35]=[CH:36][CH:37]=2)(=[O:30])=[O:31])[CH:28]=1)([CH3:16])([CH3:18])[CH3:17], predict the reactants needed to synthesize it. The reactants are: [F:1][C:2]([F:14])([F:13])[S:3]([NH:6][CH2:7][CH2:8][CH2:9][C:10](Cl)=[O:11])(=[O:5])=[O:4].[C:15]([O:19][C:20](=[O:48])[NH:21][C:22]([C:24]1[S:25][C:26]([S:46][CH3:47])=[C:27]([S:29]([C:32]2[CH:33]=[C:34]([C:38]3[C:43]([CH3:44])=[CH:42][CH:41]=[CH:40][C:39]=3[NH2:45])[CH:35]=[CH:36][CH:37]=2)(=[O:31])=[O:30])[CH:28]=1)=[NH:23])([CH3:18])([CH3:17])[CH3:16]. (3) Given the product [CH3:9][O:8][C:6]([C:5]1[CH:10]=[CH:11][C:2]([N:15]2[CH:19]=[CH:18][CH:17]=[C:16]2[C:20]([O:22][CH3:23])=[O:21])=[C:3]([N+:12]([O-:14])=[O:13])[CH:4]=1)=[O:7], predict the reactants needed to synthesize it. The reactants are: F[C:2]1[CH:11]=[CH:10][C:5]([C:6]([O:8][CH3:9])=[O:7])=[CH:4][C:3]=1[N+:12]([O-:14])=[O:13].[NH:15]1[CH:19]=[CH:18][CH:17]=[C:16]1[C:20]([O:22][CH3:23])=[O:21].C([O-])([O-])=O.[Cs+].[Cs+]. (4) Given the product [CH3:1][O:2][C:3]([CH:5]1[CH2:10][CH2:9][C:8]([OH:12])([CH3:11])[CH2:7][N:6]1[S:43]([C:40]1[CH:39]=[CH:38][C:37]([O:36][CH2:29][C:30]2[CH:31]=[CH:32][CH:33]=[CH:34][CH:35]=2)=[CH:42][CH:41]=1)(=[O:45])=[O:44])=[O:4], predict the reactants needed to synthesize it. The reactants are: [CH3:1][O:2][C:3]([CH:5]1[CH2:10][CH2:9][C:8]([OH:12])([CH3:11])[CH2:7][N:6]1C(OC(C)(C)C)=O)=[O:4].CO.C(N(CC)CC)C.[CH2:29]([O:36][C:37]1[CH:42]=[CH:41][C:40]([S:43](Cl)(=[O:45])=[O:44])=[CH:39][CH:38]=1)[C:30]1[CH:35]=[CH:34][CH:33]=[CH:32][CH:31]=1. (5) Given the product [NH:20]1[CH2:21][CH2:22][C:17](=[CH:16][C:15]2[CH:14]=[C:13]([CH:32]=[CH:31][CH:30]=2)[O:12][C:9]2[CH:8]=[CH:7][C:6]([N:1]3[CH2:2][CH2:3][CH2:4][CH2:5]3)=[CH:11][N:10]=2)[CH2:18][CH2:19]1, predict the reactants needed to synthesize it. The reactants are: [N:1]1([C:6]2[CH:7]=[CH:8][C:9]([O:12][C:13]3[CH:14]=[C:15]([CH:30]=[CH:31][CH:32]=3)[CH:16]=[C:17]3[CH2:22][CH2:21][N:20](C(OC(C)(C)C)=O)[CH2:19][CH2:18]3)=[N:10][CH:11]=2)[CH2:5][CH2:4][CH2:3][CH2:2]1.C(O)(C(F)(F)F)=O. (6) Given the product [Cl:19][C:20]1[CH:28]=[CH:27][C:23]([C:24]([NH:1][C:2]2([C:5]([O:7][CH2:8][CH3:9])=[O:6])[CH2:4][CH2:3]2)=[O:25])=[CH:22][CH:21]=1, predict the reactants needed to synthesize it. The reactants are: [NH2:1][C:2]1([C:5]([O:7][CH2:8][CH3:9])=[O:6])[CH2:4][CH2:3]1.C(N(C(C)C)CC)(C)C.[Cl:19][C:20]1[CH:28]=[CH:27][C:23]([C:24](Cl)=[O:25])=[CH:22][CH:21]=1.